Dataset: Reaction yield outcomes from USPTO patents with 853,638 reactions. Task: Predict the reaction yield, written as a fraction of the theoretical maximum amount of product (1.0 means a 100% yield; for example, 0.34 means a 34% yield). (1) The reactants are [CH3:1][NH:2][CH2:3][C:4]1[CH:13]=[CH:12][C:11]2[C:6](=CC=CC=2)[C:5]=1CCC.Cl.[O:18]=[C:19]1[NH:28][C:27]2[N:26]=[CH:25][C:24](/[CH:29]=[CH:30]/[C:31]([OH:33])=O)=[CH:23][C:22]=2[CH2:21][CH2:20]1.Cl.CN1CC2C=C(/C=C/C(O)=O)C=NC=2[NH:39][C:38](=[O:52])[CH2:37]1. No catalyst specified. The product is [C:38]([NH:39][C:11]1[CH:6]=[CH:5][C:4]([CH2:3][N:2]([CH3:1])[C:31](=[O:33])/[CH:30]=[CH:29]/[C:24]2[CH:25]=[N:26][C:27]3[NH:28][C:19](=[O:18])[CH2:20][CH2:21][C:22]=3[CH:23]=2)=[CH:13][CH:12]=1)(=[O:52])[CH3:37]. The yield is 0.530. (2) The reactants are [Cl:1][C:2]1[CH:18]=[CH:17][C:5]([C:6]([C:8]2[CH:16]=[CH:15][CH:14]=[CH:13][C:9]=2[C:10]([OH:12])=[O:11])=O)=[CH:4][CH:3]=1.S(Cl)([Cl:21])=O. The catalyst is CN(C=O)C.C1COCC1. The product is [Cl:21][C:6]1([C:5]2[CH:17]=[CH:18][C:2]([Cl:1])=[CH:3][CH:4]=2)[C:8]2[C:9](=[CH:13][CH:14]=[CH:15][CH:16]=2)[C:10](=[O:12])[O:11]1. The yield is 1.00.